From a dataset of Full USPTO retrosynthesis dataset with 1.9M reactions from patents (1976-2016). Predict the reactants needed to synthesize the given product. The reactants are: [Cl:1][C:2]1[C:22]([Cl:23])=[CH:21][CH:20]=[C:19]([N+:24]([O-])=O)[C:3]=1[NH:4][C:5]1[S:9][C:8]2[CH:10]=[CH:11][CH:12]=[CH:13][C:7]=2[C:6]=1[C:14]([O:16][CH2:17][CH3:18])=[O:15].[H][H]. Given the product [NH2:24][C:19]1[C:3]([NH:4][C:5]2[S:9][C:8]3[CH:10]=[CH:11][CH:12]=[CH:13][C:7]=3[C:6]=2[C:14]([O:16][CH2:17][CH3:18])=[O:15])=[C:2]([Cl:1])[C:22]([Cl:23])=[CH:21][CH:20]=1, predict the reactants needed to synthesize it.